Dataset: Forward reaction prediction with 1.9M reactions from USPTO patents (1976-2016). Task: Predict the product of the given reaction. Given the reactants [Br:1][C:2]1[CH:9]=[CH:8][C:5]([CH2:6][OH:7])=[CH:4][CH:3]=1.Br[CH2:11][CH2:12][CH2:13][CH2:14][CH2:15][CH2:16][O:17][CH2:18][C:19]1([CH2:23][CH3:24])[CH2:22][O:21][CH2:20]1.[OH-].[Na+].O, predict the reaction product. The product is: [Br:1][C:2]1[CH:9]=[CH:8][C:5]([CH2:6][O:7][CH2:11][CH2:12][CH2:13][CH2:14][CH2:15][CH2:16][O:17][CH2:18][C:19]2([CH2:23][CH3:24])[CH2:22][O:21][CH2:20]2)=[CH:4][CH:3]=1.